From a dataset of Full USPTO retrosynthesis dataset with 1.9M reactions from patents (1976-2016). Predict the reactants needed to synthesize the given product. Given the product [F:1][C:2]1[CH:3]=[C:4]([CH:15]=[CH:16][C:17]=1[CH:18]([C:30]1[CH:35]=[CH:34][CH:33]=[CH:32][C:31]=1[CH3:36])[CH2:19]/[C:20](=[N:38]\[OH:39])/[C:22]1[CH:27]=[CH:26][C:25](=[O:28])[N:24]([CH3:29])[CH:23]=1)[O:5][C:6]1[CH:7]=[C:8]([CH:12]=[CH:13][CH:14]=1)[C:9]([OH:11])=[O:10], predict the reactants needed to synthesize it. The reactants are: [F:1][C:2]1[CH:3]=[C:4]([CH:15]=[CH:16][C:17]=1[CH:18]([C:30]1[CH:35]=[CH:34][CH:33]=[CH:32][C:31]=1[CH3:36])[CH2:19][C:20]([C:22]1[CH:27]=[CH:26][C:25](=[O:28])[N:24]([CH3:29])[CH:23]=1)=O)[O:5][C:6]1[CH:7]=[C:8]([CH:12]=[CH:13][CH:14]=1)[C:9]([OH:11])=[O:10].Cl.[NH2:38][OH:39].C([O-])(O)=O.[Na+].